Predict the reaction yield, written as a fraction of the theoretical maximum amount of product (1.0 means a 100% yield; for example, 0.34 means a 34% yield). From a dataset of Reaction yield outcomes from USPTO patents with 853,638 reactions. (1) The reactants are C(O[C:4]([CH:6]1[CH2:11][CH2:10][N:9]([C:12]([O:14][C:15]([CH3:18])([CH3:17])[CH3:16])=[O:13])[CH2:8][CH2:7]1)=[O:5])C.[C:19]([O:22][CH2:23][CH3:24])(=[O:21])[CH3:20].CC(C)([O-])C.[K+].O. The catalyst is CN(C=O)C. The product is [C:15]([O:14][C:12]([N:9]1[CH2:8][CH2:7][CH:6]([C:4](=[O:5])[CH2:20][C:19]([O:22][CH2:23][CH3:24])=[O:21])[CH2:11][CH2:10]1)=[O:13])([CH3:16])([CH3:17])[CH3:18]. The yield is 0.470. (2) The reactants are C(N(CC)CC)C.[C:8](Cl)(=[O:10])[CH3:9].[SH:12][CH2:13][CH2:14][C:15]([N:17]([CH3:29])[C:18]1[S:19][C:20]([C:23]2[CH:24]=[N:25][CH:26]=[CH:27][CH:28]=2)=[N:21][N:22]=1)=[O:16].C(OCC)(=O)C. The catalyst is ClCCCl. The product is [C:8](=[O:10])([S:12][CH2:13][CH2:14][C:15]([N:17]([CH3:29])[C:18]1[S:19][C:20]([C:23]2[CH:24]=[N:25][CH:26]=[CH:27][CH:28]=2)=[N:21][N:22]=1)=[O:16])[CH3:9]. The yield is 0.990. (3) The reactants are [CH2:1]([S:3]([N:6]1[CH2:11][CH2:10][CH:9]([C:12]2[C:20]3[C:15](=[C:16]([C:29]([NH2:31])=[O:30])[CH:17]=[C:18]([C:21]4[CH:26]=[CH:25][C:24]([CH:27]=O)=[CH:23][CH:22]=4)[CH:19]=3)[NH:14][CH:13]=2)[CH2:8][CH2:7]1)(=[O:5])=[O:4])[CH3:2].[CH:32]1([NH2:36])[CH2:35][CH2:34][CH2:33]1.C(O[BH-](OC(=O)C)OC(=O)C)(=O)C.[Na+]. The catalyst is CS(C)=O.C(O)(=O)C. The product is [CH:32]1([NH:36][CH2:27][C:24]2[CH:25]=[CH:26][C:21]([C:18]3[CH:19]=[C:20]4[C:15](=[C:16]([C:29]([NH2:31])=[O:30])[CH:17]=3)[NH:14][CH:13]=[C:12]4[CH:9]3[CH2:10][CH2:11][N:6]([S:3]([CH2:1][CH3:2])(=[O:4])=[O:5])[CH2:7][CH2:8]3)=[CH:22][CH:23]=2)[CH2:35][CH2:34][CH2:33]1. The yield is 0.590. (4) The reactants are [Br:1][C:2]1[C:3](F)=[C:4]2[C:10]([NH:11][C:12](=[O:23])[C:13]3[CH:18]=[CH:17][C:16]([C:19]([F:22])([F:21])[F:20])=[CH:15][N:14]=3)=[CH:9][NH:8][C:5]2=[N:6][CH:7]=1.[NH:25]1[CH2:30][CH2:29][CH2:28][C@@H:27]([NH:31]C(=O)OC(C)(C)C)[CH2:26]1.CCN(C(C)C)C(C)C.C(O)(C(F)(F)F)=O. The catalyst is CN1CCCC1=O.C(Cl)Cl.C(OCC)(=O)C. The product is [NH2:31][C@@H:27]1[CH2:28][CH2:29][CH2:30][N:25]([C:3]2[C:2]([Br:1])=[CH:7][N:6]=[C:5]3[NH:8][CH:9]=[C:10]([NH:11][C:12](=[O:23])[C:13]4[CH:18]=[CH:17][C:16]([C:19]([F:22])([F:21])[F:20])=[CH:15][N:14]=4)[C:4]=23)[CH2:26]1. The yield is 0.0800. (5) The reactants are [CH3:1][O:2][C:3]([C@H:5]1[CH2:10][CH2:9][C@H:8]([NH2:11])[CH2:7][CH2:6]1)=[O:4].Cl[C:13]1[N:18]=[C:17]([N:19]2[C:23]3[CH:24]=[CH:25][CH:26]=[CH:27][C:22]=3[N:21]=[N:20]2)[C:16]([Cl:28])=[CH:15][N:14]=1. The catalyst is C1COCC1. The product is [CH3:1][O:2][C:3]([CH:5]1[CH2:10][CH2:9][CH:8]([NH:11][C:13]2[N:18]=[C:17]([N:19]3[C:23]4[CH:24]=[CH:25][CH:26]=[CH:27][C:22]=4[N:21]=[N:20]3)[C:16]([Cl:28])=[CH:15][N:14]=2)[CH2:7][CH2:6]1)=[O:4]. The yield is 0.740. (6) The yield is 0.670. The product is [C:8]([C:7]1[CH:6]=[N:5][N:4]2[C:10]([C:13]([O:15][CH2:16][CH3:17])=[O:14])=[CH:11][CH:12]=[C:3]2[C:2]=1[NH:26][CH:21]1[CH2:22][CH2:23][CH2:24][CH2:25][CH:20]1[CH3:19])#[N:9]. The catalyst is CN(C=O)C.CCOC(C)=O. The reactants are Cl[C:2]1[C:3]2[N:4]([C:10]([C:13]([O:15][CH2:16][CH3:17])=[O:14])=[CH:11][CH:12]=2)[N:5]=[CH:6][C:7]=1[C:8]#[N:9].Cl.[CH3:19][CH:20]1[CH2:25][CH2:24][CH2:23][CH2:22][CH:21]1[NH2:26].C(N(CC)CC)C. (7) The reactants are [CH2:1]([O:3][CH2:4][CH:5](CS([O-])(=O)=O)[CH2:6][O:7][C:8]1[CH:13]=[CH:12][C:11]([F:14])=[CH:10][CH:9]=1)[CH3:2].[N-:20]=[N+]=[N-].[Na+].C1(P(C2C=CC=CC=2)C2C=CC=CC=2)C=CC=CC=1. The catalyst is CN(C=O)C.C1COCC1.O. The product is [CH2:1]([O:3][CH2:4][CH:5]([NH2:20])[CH2:6][O:7][C:8]1[CH:13]=[CH:12][C:11]([F:14])=[CH:10][CH:9]=1)[CH3:2]. The yield is 0.335. (8) The reactants are C(OC([N:8]1[CH2:12][CH:11]([C:13]#[N:14])[CH2:10][CH:9]1[C:15]1[NH:16][C:17]([C:20]2[CH:25]=[CH:24][C:23]([C:26]3[CH:35]=[CH:34][C:33]4[C:28](=[CH:29][CH:30]=[C:31]([C:36]5[NH:37][C:38]([CH:41]6[CH2:47][C:44]7([CH2:46][CH2:45]7)[CH2:43][N:42]6[C:48](=[O:58])[CH:49]([NH:53][C:54]([O:56][CH3:57])=[O:55])[CH:50]([CH3:52])[CH3:51])=[N:39][CH:40]=5)[CH:32]=4)[CH:27]=3)=[CH:22][CH:21]=2)=[CH:18][N:19]=1)=O)(C)(C)C.[ClH:59]. The catalyst is C(Cl)Cl. The product is [ClH:59].[ClH:59].[ClH:59].[CH3:57][O:56][C:54](=[O:55])[NH:53][CH:49]([C:48]([N:42]1[CH:41]([C:38]2[NH:37][C:36]([C:31]3[CH:30]=[CH:29][C:28]4[C:33](=[CH:34][CH:35]=[C:26]([C:23]5[CH:24]=[CH:25][C:20]([C:17]6[NH:16][C:15]([CH:9]7[CH2:10][CH:11]([C:13]#[N:14])[CH2:12][NH:8]7)=[N:19][CH:18]=6)=[CH:21][CH:22]=5)[CH:27]=4)[CH:32]=3)=[CH:40][N:39]=2)[CH2:47][C:44]2([CH2:45][CH2:46]2)[CH2:43]1)=[O:58])[CH:50]([CH3:52])[CH3:51]. The yield is 0.990.